Dataset: Forward reaction prediction with 1.9M reactions from USPTO patents (1976-2016). Task: Predict the product of the given reaction. (1) Given the reactants [Br:1][C:2]1[CH:7]=[CH:6][C:5](I)=[CH:4][C:3]=1[F:9].[CH3:10][NH:11][S:12]([C:15]1[CH:20]=[CH:19][CH:18]=[CH:17][C:16]=1B(O)O)(=[O:14])=[O:13].C([O-])([O-])=O.[Na+].[Na+].C(Cl)Cl, predict the reaction product. The product is: [Br:1][C:2]1[CH:7]=[CH:6][C:5]([C:16]2[C:15]([S:12]([NH:11][CH3:10])(=[O:13])=[O:14])=[CH:20][CH:19]=[CH:18][CH:17]=2)=[CH:4][C:3]=1[F:9]. (2) The product is: [CH3:21][C:20]([CH3:23])([CH3:22])[CH2:19][N:18]1[C:2](=[O:8])[C:3](=[O:5])[N:15]([C:11]2[CH:10]=[N:9][CH:14]=[CH:13][CH:12]=2)[C:16]1=[S:17]. Given the reactants Cl[C:2](=[O:8])[C:3]([O:5]CC)=O.[N:9]1[CH:14]=[CH:13][CH:12]=[C:11]([NH:15][C:16]([NH:18][CH2:19][C:20]([CH3:23])([CH3:22])[CH3:21])=[S:17])[CH:10]=1.C([O-])([O-])=O.[K+].[K+], predict the reaction product. (3) Given the reactants [F:1][C:2]1[CH:7]=[C:6]([CH2:8][NH:9][CH3:10])[CH:5]=[CH:4][C:3]=1[CH2:11][OH:12].C(N(CC)CC)C.[CH3:32][C:31]([O:30][C:28](O[C:28]([O:30][C:31]([CH3:34])([CH3:33])[CH3:32])=[O:29])=[O:29])([CH3:34])[CH3:33].O, predict the reaction product. The product is: [F:1][C:2]1[CH:7]=[C:6]([CH2:8][N:9]([CH3:10])[C:28](=[O:29])[O:30][C:31]([CH3:32])([CH3:33])[CH3:34])[CH:5]=[CH:4][C:3]=1[CH2:11][OH:12]. (4) Given the reactants I[C:2]1[N:3]=[C:4]([CH3:15])[N:5]([C:8]2[CH:13]=[CH:12][NH:11][C:10](=[O:14])[CH:9]=2)[C:6]=1[CH3:7].[Cl:16][C:17]1[CH:22]=[CH:21][CH:20]=[C:19]([C:23]#[CH:24])[CH:18]=1, predict the reaction product. The product is: [Cl:16][C:17]1[CH:18]=[C:19]([C:23]#[C:24][C:2]2[N:3]=[C:4]([CH3:15])[N:5]([C:8]3[CH:13]=[CH:12][NH:11][C:10](=[O:14])[CH:9]=3)[C:6]=2[CH3:7])[CH:20]=[CH:21][CH:22]=1. (5) Given the reactants [OH:1][C:2]1[CH:3]=[C:4]([C:12](OC)=[O:13])[CH:5]=[C:6]([CH:11]=1)[C:7](OC)=[O:8].[H-].[Al+3].[Li+].[H-].[H-].[H-].[Cl-].[NH4+], predict the reaction product. The product is: [OH:1][C:2]1[CH:3]=[C:4]([CH2:12][OH:13])[CH:5]=[C:6]([CH2:7][OH:8])[CH:11]=1. (6) Given the reactants [CH2:1]([O:8][C:9]([N:11]1[CH2:15][C@@H:14]([NH:16][C:17]2[CH:18]=[C:19]([CH3:34])[C:20]([C:23]3[C:24]([O:32][CH3:33])=[N:25][C:26]([CH:29]([CH3:31])[CH3:30])=[CH:27][CH:28]=3)=[N:21][CH:22]=2)[C@@H:13]([O:35][Si:36]([C:39]([CH3:42])([CH3:41])[CH3:40])([CH3:38])[CH3:37])[CH2:12]1)=[O:10])[C:2]1[CH:7]=[CH:6][CH:5]=[CH:4][CH:3]=1.C1C(=O)N([Br:50])C(=O)C1, predict the reaction product. The product is: [CH2:1]([O:8][C:9]([N:11]1[CH2:12][C@H:13]([O:35][Si:36]([C:39]([CH3:40])([CH3:42])[CH3:41])([CH3:38])[CH3:37])[C@H:14]([NH:16][C:17]2[CH:18]=[C:19]([CH3:34])[C:20]([C:23]3[C:24]([O:32][CH3:33])=[N:25][C:26]([CH:29]([CH3:31])[CH3:30])=[CH:27][CH:28]=3)=[N:21][C:22]=2[Br:50])[CH2:15]1)=[O:10])[C:2]1[CH:7]=[CH:6][CH:5]=[CH:4][CH:3]=1. (7) Given the reactants Br[C:2]1[C:6]2[CH2:7][N:8]([C:11](=[O:13])[CH3:12])[CH2:9][CH2:10][C:5]=2[N:4]([C@H:14]2[CH2:18][CH2:17][O:16][CH2:15]2)[N:3]=1.[NH:19]1[C:28]2[C:23](=[CH:24][CH:25]=[CH:26][CH:27]=2)[CH2:22][CH2:21][CH2:20]1.C(O[Na])(C)(C)C.COC(C)(C)C.C1(P(C2CCCCC2)C2C=CC=CC=2C2C(OC(C)C)=CC=CC=2OC(C)C)CCCCC1, predict the reaction product. The product is: [N:19]1([C:2]2[C:6]3[CH2:7][N:8]([C:11](=[O:13])[CH3:12])[CH2:9][CH2:10][C:5]=3[N:4]([C@H:14]3[CH2:18][CH2:17][O:16][CH2:15]3)[N:3]=2)[C:28]2[C:23](=[CH:24][CH:25]=[CH:26][CH:27]=2)[CH2:22][CH2:21][CH2:20]1. (8) Given the reactants [O:1]1[C:5]2[CH:6]=[CH:7][C:8]([CH:10]=O)=[CH:9][C:4]=2[O:3][CH2:2]1.C1(OP([CH:28](NC2C=CC=CC=2)[C:29]2[CH:34]=[CH:33][N:32]=[C:31]([CH3:35])[N:30]=2)(=O)OC2C=CC=CC=2)C=CC=CC=1.C([O-])([O-])=[O:44].[Cs+].[Cs+].Cl, predict the reaction product. The product is: [O:1]1[C:5]2[CH:6]=[CH:7][C:8]([CH2:10][C:28]([C:29]3[CH:34]=[CH:33][N:32]=[C:31]([CH3:35])[N:30]=3)=[O:44])=[CH:9][C:4]=2[O:3][CH2:2]1. (9) Given the reactants [OH:1][C:2]1[C:3]([C:13]([OH:15])=[O:14])=[CH:4][C:5]2[C:10]([CH:11]=1)=[C:9]([OH:12])[CH:8]=[CH:7][CH:6]=2.S(Cl)(Cl)=O.[CH3:20]O, predict the reaction product. The product is: [OH:1][C:2]1[C:3]([C:13]([O:15][CH3:20])=[O:14])=[CH:4][C:5]2[C:10]([CH:11]=1)=[C:9]([OH:12])[CH:8]=[CH:7][CH:6]=2. (10) Given the reactants [O:1]1[CH2:4][CH:3]([N:5]2[CH2:10][CH2:9][N:8]([C:11]3[CH:16]=[CH:15][C:14]([NH:17][C:18]4[N:23]=[CH:22][N:21]=[C:20]([C:24]5[CH:25]=[CH:26][C:27]([O:32][CH:33]6[CH2:38][CH2:37][NH:36][CH2:35][CH2:34]6)=[C:28]([CH:31]=5)[C:29]#[N:30])[N:19]=4)=[CH:13][CH:12]=3)[CH2:7][CH2:6]2)[CH2:2]1.[OH:39][C@H:40]([CH3:44])[C:41](O)=[O:42].CN(C(ON1N=NC2C=CC=NC1=2)=[N+](C)C)C.F[P-](F)(F)(F)(F)F.CN1CCOCC1, predict the reaction product. The product is: [OH:39][C@H:40]([CH3:44])[C:41]([N:36]1[CH2:37][CH2:38][CH:33]([O:32][C:27]2[CH:26]=[CH:25][C:24]([C:20]3[N:19]=[C:18]([NH:17][C:14]4[CH:13]=[CH:12][C:11]([N:8]5[CH2:7][CH2:6][N:5]([CH:3]6[CH2:4][O:1][CH2:2]6)[CH2:10][CH2:9]5)=[CH:16][CH:15]=4)[N:23]=[CH:22][N:21]=3)=[CH:31][C:28]=2[C:29]#[N:30])[CH2:34][CH2:35]1)=[O:42].